From a dataset of Forward reaction prediction with 1.9M reactions from USPTO patents (1976-2016). Predict the product of the given reaction. (1) Given the reactants [Br:1][C:2]1[CH:7]=[C:6]([F:8])[CH:5]=[CH:4][C:3]=1[CH:9]1[C:14]([C:15]([O:17][CH2:18][CH3:19])=[O:16])=[C:13]([CH2:20]Br)[NH:12][C:11]([C:22]2[N:26]=[CH:25][N:24]([CH2:27][C:28]([O:30][CH2:31][CH3:32])=[O:29])[N:23]=2)=[N:10]1.Cl.[NH:34]1[CH2:39][CH2:38][O:37][CH:36]([CH2:40][C:41]([OH:43])=[O:42])[CH2:35]1, predict the reaction product. The product is: [Br:1][C:2]1[CH:7]=[C:6]([F:8])[CH:5]=[CH:4][C:3]=1[CH:9]1[N:10]=[C:11]([C:22]2[N:26]=[CH:25][N:24]([CH2:27][C:28]([O:30][CH2:31][CH3:32])=[O:29])[N:23]=2)[NH:12][C:13]([CH2:20][N:34]2[CH2:39][CH2:38][O:37][CH:36]([CH2:40][C:41]([OH:43])=[O:42])[CH2:35]2)=[C:14]1[C:15]([O:17][CH2:18][CH3:19])=[O:16]. (2) Given the reactants [Cl:1][C:2]1[CH:11]=[C:10]2[C:5]([C:6](=[O:32])[C:7]([CH2:18][NH:19][C:20](=O)OC3C=CC([N+]([O-])=O)=CC=3)=[CH:8][N:9]2[C:12]2[CH:17]=[CH:16][CH:15]=[CH:14][CH:13]=2)=[CH:4][CH:3]=1.[F:33][C:34]1[CH:43]=[C:42]2[C:37](C(N)=[N:39][CH:40]=[N:41]2)=[CH:36][CH:35]=1, predict the reaction product. The product is: [Cl:1][C:2]1[CH:11]=[C:10]2[C:5]([C:6](=[O:32])[C:7]([CH2:18][NH:19][C:20]3[C:37]4[C:42](=[CH:43][C:34]([F:33])=[CH:35][CH:36]=4)[N:41]=[CH:40][N:39]=3)=[CH:8][N:9]2[C:12]2[CH:13]=[CH:14][CH:15]=[CH:16][CH:17]=2)=[CH:4][CH:3]=1. (3) Given the reactants [F:1][C:2]1[CH:11]=[C:10]([O:12][CH3:13])[CH:9]=[CH:8][C:3]=1[C:4]([NH:6][NH2:7])=[O:5].CS[C:16](=[NH:18])[NH2:17].[OH-].[Na+], predict the reaction product. The product is: [NH2:17][C:16](=[N:7][NH:6][C:4](=[O:5])[C:3]1[CH:8]=[CH:9][C:10]([O:12][CH3:13])=[CH:11][C:2]=1[F:1])[NH2:18]. (4) Given the reactants C(=O)(O)[O-].[Na+].[OH:6][C:7]1[CH:16]=[C:15]([CH:17]([CH3:21])[C:18]([OH:20])=[O:19])[CH:14]=[C:13]2[C:8]=1[C@@H:9]1[CH2:27][C:26]([CH3:28])=[CH:25][CH2:24][C@H:10]1[C:11]([CH3:23])([CH3:22])[O:12]2.Br[CH2:30][CH2:31][CH2:32][CH3:33], predict the reaction product. The product is: [OH:6][C:7]1[CH:16]=[C:15]([CH:17]([CH3:21])[C:18]([O:20][CH2:30][CH2:31][CH2:32][CH3:33])=[O:19])[CH:14]=[C:13]2[C:8]=1[C@@H:9]1[CH2:27][C:26]([CH3:28])=[CH:25][CH2:24][C@H:10]1[C:11]([CH3:23])([CH3:22])[O:12]2. (5) Given the reactants [C:1]([C:5]1[CH:11]=[CH:10][CH:9]=[CH:8][C:6]=1[NH2:7])([CH3:4])([CH3:3])[CH3:2].C1C(=O)N([Br:19])C(=O)C1, predict the reaction product. The product is: [Br:19][C:10]1[CH:9]=[CH:8][C:6]([NH2:7])=[C:5]([C:1]([CH3:4])([CH3:2])[CH3:3])[CH:11]=1. (6) Given the reactants [F:1][C:2]([F:49])([F:48])[C:3]1[CH:4]=[C:5]([CH:41]=[C:42]([C:44]([F:47])([F:46])[F:45])[CH:43]=1)[C:6]([N:8]1[CH2:13][CH2:12][N:11]([CH2:14][CH2:15][N:16]2[CH2:21][CH2:20][O:19][C@H:18]([CH2:22][O:23][CH3:24])[CH2:17]2)[CH2:10][C@H:9]1[CH2:25][C:26]1[CH:31]=[CH:30][C:29]([CH3:32])=[C:28](OS(C(F)(F)F)(=O)=O)[CH:27]=1)=[O:7].[C:50](=[NH:63])([C:57]1[CH:62]=[CH:61][CH:60]=[CH:59][CH:58]=1)[C:51]1[CH:56]=[CH:55][CH:54]=[CH:53][CH:52]=1.C(=O)([O-])[O-].[Cs+].[Cs+].C1(P(C2C=CC=CC=2)C2C=CC3C(=CC=CC=3)C=2C2C3C(=CC=CC=3)C=CC=2P(C2C=CC=CC=2)C2C=CC=CC=2)C=CC=CC=1, predict the reaction product. The product is: [F:48][C:2]([F:1])([F:49])[C:3]1[CH:4]=[C:5]([CH:41]=[C:42]([C:44]([F:46])([F:45])[F:47])[CH:43]=1)[C:6]([N:8]1[CH2:13][CH2:12][N:11]([CH2:14][CH2:15][N:16]2[CH2:21][CH2:20][O:19][C@H:18]([CH2:22][O:23][CH3:24])[CH2:17]2)[CH2:10][C@H:9]1[CH2:25][C:26]1[CH:31]=[CH:30][C:29]([CH3:32])=[C:28]([N:63]=[C:50]([C:51]2[CH:56]=[CH:55][CH:54]=[CH:53][CH:52]=2)[C:57]2[CH:62]=[CH:61][CH:60]=[CH:59][CH:58]=2)[CH:27]=1)=[O:7]. (7) Given the reactants [NH2:1][C:2]1[C:3]([C:15]([NH2:17])=[O:16])=[CH:4][C:5]2[C:13]3[C:8](=[CH:9][CH:10]=[CH:11][CH:12]=3)[NH:7][C:6]=2[N:14]=1.C(Cl)CCl.[CH2:22]([O:29][CH2:30][C:31](O)=[O:32])[C:23]1[CH:28]=[CH:27][CH:26]=[CH:25][CH:24]=1, predict the reaction product. The product is: [NH2:1][C:2]1[C:3]([C:15]([NH2:17])=[O:16])=[CH:4][C:5]2[C:13]3[C:8](=[CH:9][CH:10]=[CH:11][CH:12]=3)[N:7]([C:31](=[O:32])[CH2:30][O:29][CH2:22][C:23]3[CH:28]=[CH:27][CH:26]=[CH:25][CH:24]=3)[C:6]=2[N:14]=1. (8) The product is: [CH3:26][C:27]([OH:44])([CH3:43])[CH2:28][N:29]1[CH:33]=[C:32]([C:2]2[CH:25]=[CH:24][C:5]3[C:6]4[N:7]=[C:8]([C:14]5[N:15]([CH2:19][C:20]([F:23])([F:22])[F:21])[N:16]=[CH:17][N:18]=5)[S:9][C:10]=4[CH2:11][CH2:12][O:13][C:4]=3[CH:3]=2)[CH:31]=[N:30]1. Given the reactants Br[C:2]1[CH:25]=[CH:24][C:5]2[C:6]3[N:7]=[C:8]([C:14]4[N:15]([CH2:19][C:20]([F:23])([F:22])[F:21])[N:16]=[CH:17][N:18]=4)[S:9][C:10]=3[CH2:11][CH2:12][O:13][C:4]=2[CH:3]=1.[CH3:26][C:27]([OH:44])([CH3:43])[CH2:28][N:29]1[CH:33]=[C:32](B2OC(C)(C)C(C)(C)O2)[CH:31]=[N:30]1, predict the reaction product. (9) Given the reactants [NH2:1][C:2]1[CH:3]=[C:4]([CH:7]=[CH:8][CH:9]=1)[C:5]#[N:6].C(N(CC)CC)C.FC(F)(F)S(O[Si:23]([CH3:26])([CH3:25])[CH3:24])(=O)=O, predict the reaction product. The product is: [CH3:24][Si:23]([N:1]([Si:23]([CH3:26])([CH3:25])[CH3:24])[C:2]1[CH:3]=[C:4]([CH:7]=[CH:8][CH:9]=1)[C:5]#[N:6])([CH3:26])[CH3:25]. (10) Given the reactants [Cl-].[Al+3].[Cl-].[Cl-].[I:5][C:6]1[CH:14]=[CH:13][C:9]([C:10](Cl)=[O:11])=[CH:8][CH:7]=1.[C:15]1([O:21][CH3:22])[CH:20]=[CH:19][CH:18]=[CH:17][CH:16]=1, predict the reaction product. The product is: [I:5][C:6]1[CH:14]=[CH:13][C:9]([C:10]([C:18]2[CH:19]=[CH:20][C:15]([O:21][CH3:22])=[CH:16][CH:17]=2)=[O:11])=[CH:8][CH:7]=1.